Dataset: Peptide-MHC class II binding affinity with 134,281 pairs from IEDB. Task: Regression. Given a peptide amino acid sequence and an MHC pseudo amino acid sequence, predict their binding affinity value. This is MHC class II binding data. (1) The peptide sequence is ECTLFESLRDEEA. The MHC is DRB1_0401 with pseudo-sequence DRB1_0401. The binding affinity (normalized) is 0.236. (2) The MHC is DRB1_0101 with pseudo-sequence DRB1_0101. The peptide sequence is HVKFLDVCIALDMMN. The binding affinity (normalized) is 0.652. (3) The peptide sequence is IISIVQMAPVSAMVR. The MHC is DRB1_0401 with pseudo-sequence DRB1_0401. The binding affinity (normalized) is 0.555. (4) The peptide sequence is FKCDRGSISIVNN. The MHC is DRB4_0101 with pseudo-sequence DRB4_0103. The binding affinity (normalized) is 0.295. (5) The peptide sequence is FSLECIMDVGEIQNK. The MHC is DRB1_0701 with pseudo-sequence DRB1_0701. The binding affinity (normalized) is 0.334. (6) The peptide sequence is SAAVKDERAVHADMG. The MHC is DRB1_0404 with pseudo-sequence DRB1_0404. The binding affinity (normalized) is 0.100. (7) The peptide sequence is TVYGAFDPLLAVA. The MHC is DRB1_0401 with pseudo-sequence DRB1_0401. The binding affinity (normalized) is 0.385. (8) The peptide sequence is LQSLTNLLSSNLSWL. The MHC is DRB5_0101 with pseudo-sequence DRB5_0101. The binding affinity (normalized) is 0.356.